From a dataset of Experimentally validated miRNA-target interactions with 360,000+ pairs, plus equal number of negative samples. Binary Classification. Given a miRNA mature sequence and a target amino acid sequence, predict their likelihood of interaction. The miRNA is mmu-miR-3088-3p with sequence UUCAUGAGCAGCUGCAAAGGUGU. The protein sequence of the target gene is MADRLTQLQDAVNSLADQFCNAIGVLQQCGPPASFNNIQTAINKDQPANPTEEYAQLFAALIARTAKDIDVLIDSLPSEESTAALQAASLYKLEEENHEAATCLEDVVYRGDMLLEKIQSALADIAQSQLKTRSGTHSQSLPDS. Result: 0 (no interaction).